From a dataset of Reaction yield outcomes from USPTO patents with 853,638 reactions. Predict the reaction yield, written as a fraction of the theoretical maximum amount of product (1.0 means a 100% yield; for example, 0.34 means a 34% yield). (1) The reactants are [CH3:1][N:2](C=O)C.[Br:6][C:7]1[CH:15]=[C:14]([F:16])[CH:13]=[C:12]([N:17]2[CH2:28][CH2:27][N:26]3[C:19](=[CH:20][C:21]4[CH2:22][C:23]([CH3:30])([CH3:29])[CH2:24][C:25]=43)[C:18]2=[O:31])[C:8]=1[C:9]([OH:11])=O.CN(C(ON1N=NC2C=CC=NC1=2)=[N+](C)C)C.F[P-](F)(F)(F)(F)F.CN.Cl. The catalyst is CN(C1C=CN=CC=1)C.C(N(CC)CC)C. The product is [Br:6][C:7]1[CH:15]=[C:14]([F:16])[CH:13]=[C:12]([N:17]2[CH2:28][CH2:27][N:26]3[C:19](=[CH:20][C:21]4[CH2:22][C:23]([CH3:30])([CH3:29])[CH2:24][C:25]=43)[C:18]2=[O:31])[C:8]=1[C:9]([NH:2][CH3:1])=[O:11]. The yield is 0.700. (2) The reactants are C[O:2][C:3]1[CH:11]=[CH:10][C:6]([CH2:7][CH2:8]Br)=[CH:5][CH:4]=1.[CH3:12][NH:13][CH3:14]. No catalyst specified. The product is [CH3:12][NH:13][CH2:14][CH2:8][CH2:7][C:6]1[CH:10]=[CH:11][C:3]([OH:2])=[CH:4][CH:5]=1. The yield is 0.400. (3) The reactants are [Cl:1][C:2]1[CH:3]=[C:4]([NH2:20])[C:5]([NH:8][CH2:9][C@@H:10]2[CH2:14][CH2:13][N:12]([C:15]([CH:17]3[CH2:19][CH2:18]3)=[O:16])[CH2:11]2)=[N:6][CH:7]=1.[CH3:21][C:22]1[CH:27]=[CH:26][CH:25]=[CH:24][C:23]=1[C:28]1[CH:33]=[CH:32][C:31]([CH:34]=O)=[CH:30][CH:29]=1. The catalyst is C(O)CCC. The product is [Cl:1][C:2]1[CH:3]=[C:4]2[N:20]=[C:34]([C:31]3[CH:32]=[CH:33][C:28]([C:23]4[CH:24]=[CH:25][CH:26]=[CH:27][C:22]=4[CH3:21])=[CH:29][CH:30]=3)[N:8]([CH2:9][C@@H:10]3[CH2:14][CH2:13][N:12]([C:15]([CH:17]4[CH2:18][CH2:19]4)=[O:16])[CH2:11]3)[C:5]2=[N:6][CH:7]=1. The yield is 0.800.